This data is from Peptide-MHC class I binding affinity with 185,985 pairs from IEDB/IMGT. The task is: Regression. Given a peptide amino acid sequence and an MHC pseudo amino acid sequence, predict their binding affinity value. This is MHC class I binding data. (1) The peptide sequence is VHYGQGWLY. The MHC is HLA-B46:01 with pseudo-sequence HLA-B46:01. The binding affinity (normalized) is 0.0847. (2) The peptide sequence is AARILSEKRK. The MHC is HLA-A03:01 with pseudo-sequence HLA-A03:01. The binding affinity (normalized) is 0.171. (3) The MHC is HLA-B54:01 with pseudo-sequence HLA-B54:01. The binding affinity (normalized) is 0.276. The peptide sequence is LKFSLPFPFLYKFLL. (4) The peptide sequence is MMAKEEELV. The MHC is HLA-A02:03 with pseudo-sequence HLA-A02:03. The binding affinity (normalized) is 0.480. (5) The peptide sequence is TVLDVGDAY. The MHC is HLA-A69:01 with pseudo-sequence HLA-A69:01. The binding affinity (normalized) is 0.0847. (6) The MHC is H-2-Db with pseudo-sequence H-2-Db. The peptide sequence is LLNTRRRQ. The binding affinity (normalized) is 0.